Dataset: Catalyst prediction with 721,799 reactions and 888 catalyst types from USPTO. Task: Predict which catalyst facilitates the given reaction. Product: [Br:38][CH2:39][CH2:40][CH2:41][O:36][C:30]1[CH:29]=[C:28]2[C:33]([C:24]([O:23][C:22]3[C:14]([F:13])=[C:15]4[C:19](=[CH:20][CH:21]=3)[NH:18][C:17]([CH3:37])=[CH:16]4)=[CH:25][N:26]=[N:27]2)=[CH:32][C:31]=1[O:34][CH3:35]. The catalyst class is: 3. Reactant: CCOC(/N=N/C(OCC)=O)=O.[F:13][C:14]1[C:22]([O:23][C:24]2[C:33]3[C:28](=[CH:29][C:30]([OH:36])=[C:31]([O:34][CH3:35])[CH:32]=3)[N:27]=[N:26][CH:25]=2)=[CH:21][CH:20]=[C:19]2[C:15]=1[CH:16]=[C:17]([CH3:37])[NH:18]2.[Br:38][CH2:39][CH2:40][CH2:41]O.C1(P(C2C=CC=CC=2)C2C=CC=CC=2)C=CC=CC=1.